This data is from Reaction yield outcomes from USPTO patents with 853,638 reactions. The task is: Predict the reaction yield, written as a fraction of the theoretical maximum amount of product (1.0 means a 100% yield; for example, 0.34 means a 34% yield). (1) The reactants are [CH2:1]([C:4]1[C:13]2[C:8](=[CH:9][C:10]([F:16])=[C:11]([O:14][CH3:15])[CH:12]=2)[C:7]([Cl:17])=[N:6][C:5]=1[OH:18])[CH:2]=[CH2:3].C12BC(CCC1)CCC2.[OH-:28].[Na+].OO.Cl. The catalyst is C1COCC1. The product is [Cl:17][C:7]1[C:8]2[C:13](=[CH:12][C:11]([O:14][CH3:15])=[C:10]([F:16])[CH:9]=2)[C:4]([CH2:1][CH2:2][CH2:3][OH:28])=[C:5]([OH:18])[N:6]=1. The yield is 0.640. (2) The reactants are C[O:2][C:3]([C:5]1[CH:6]=[CH:7][C:8]2[CH2:9][C@H:10]3[C@@H:15]([C:16]=2[CH:17]=1)[CH2:14][CH2:13][CH2:12][N:11]3[C:18]([C:20]1[CH:28]=[CH:27][C:23]2[NH:24][CH:25]=[N:26][C:22]=2[CH:21]=1)=[O:19])=[O:4].COC(C1C=CC2[C@@H]3[C@@H](N(C(C4C=CC5NC=NC=5C=4)=O)CCC3)CC=2C=1)=O. No catalyst specified. The product is [NH:24]1[C:23]2[CH:27]=[CH:28][C:20]([C:18]([N:11]3[CH2:12][CH2:13][CH2:14][C@@H:9]4[C:8]5[CH:7]=[CH:6][C:5]([C:3]([OH:2])=[O:4])=[CH:17][C:16]=5[CH2:15][C@H:10]34)=[O:19])=[CH:21][C:22]=2[N:26]=[CH:25]1. The yield is 0.0500. (3) The product is [CH3:21][N:18]1[CH2:19][CH2:20][N:15]([C:13]2[CH:12]=[CH:11][C:3]([C:4]([O:6][C:7]([CH3:10])([CH3:9])[CH3:8])=[O:5])=[C:2]([NH:1][C:23]3[CH:28]=[CH:27][CH:26]=[CH:25][CH:24]=3)[CH:14]=2)[CH2:16][CH2:17]1. The catalyst is C1(C)C=CC=CC=1.ClCCl.CC([O-])=O.CC([O-])=O.[Pd+2].C1C=CC(P(C2C=CC3C(=CC=CC=3)C=2C2C3C(=CC=CC=3)C=CC=2P(C2C=CC=CC=2)C2C=CC=CC=2)C2C=CC=CC=2)=CC=1. The yield is 1.00. The reactants are [NH2:1][C:2]1[CH:14]=[C:13]([N:15]2[CH2:20][CH2:19][N:18]([CH3:21])[CH2:17][CH2:16]2)[CH:12]=[CH:11][C:3]=1[C:4]([O:6][C:7]([CH3:10])([CH3:9])[CH3:8])=[O:5].Br[C:23]1[CH:28]=[CH:27][CH:26]=[CH:25][CH:24]=1. (4) The reactants are [NH2:1][C:2]1[CH:10]=[C:9]2[C:5]([C:6]([CH3:13])([CH3:12])[C:7](=[O:11])[NH:8]2)=[CH:4][CH:3]=1.Cl[C:15]1[C:16]2[CH2:24][N:23]([C:25]3[C:30]([Cl:31])=[CH:29][CH:28]=[CH:27][N:26]=3)[CH2:22][CH2:21][C:17]=2[N:18]=[CH:19][N:20]=1.C([O-])([O-])=O.[Na+].[Na+]. The catalyst is CC#N. The product is [Cl:31][C:30]1[C:25]([N:23]2[CH2:22][CH2:21][C:17]3[N:18]=[CH:19][N:20]=[C:15]([NH:1][C:2]4[CH:10]=[C:9]5[C:5]([C:6]([CH3:13])([CH3:12])[C:7](=[O:11])[NH:8]5)=[CH:4][CH:3]=4)[C:16]=3[CH2:24]2)=[N:26][CH:27]=[CH:28][CH:29]=1. The yield is 0.800. (5) The catalyst is CC#N.O. The product is [Br:36][C:26]1[S:27][C:23]2[CH:22]=[C:21]([CH2:13][CH2:14][CH2:15][CH2:16][CH2:17][CH2:18][CH2:19][CH3:20])[CH:30]=[CH:29][C:24]=2[N:25]=1. The yield is 0.820. The reactants are CC1C=CC(S(O)(=O)=O)=CC=1.O.[CH2:13]([C:21]1[CH:30]=[CH:29][C:24]2[N:25]=[C:26](N)[S:27][C:23]=2[CH:22]=1)[CH2:14][CH2:15][CH2:16][CH2:17][CH2:18][CH2:19][CH3:20].N([O-])=O.[Na+].[K+].[Br-:36]. (6) The reactants are [O:1]1[C:5]([C:6]2[CH:11]=[CH:10][C:9]([C@@H:12]3[C@@H:14]([C:15]4[CH:20]=[CH:19][CH:18]=[CH:17][CH:16]=4)[C@H:13]3[C:21]([O:23][CH3:24])=[O:22])=[CH:8][CH:7]=2)=[CH:4][N:3]=[CH:2]1.C(O)(=O)C(C)(C)C.CC(C)([O-])C.[K+].CC(O[C:42]1[CH:47]=[CH:46][CH:45]=[C:44](OC(C)C)[C:43]=1[C:42]1[C:47](P(C2CCCCC2)C2CCCCC2)=[CH:46][CH:45]=[CH:44][CH:43]=1)C.BrC1C=CC=CC=1.Cl. The catalyst is C1(C)C=CC=CC=1.CC([O-])=O.CC([O-])=O.[Pd+2]. The product is [CH3:24][O:23][C:21]([C@H:13]1[C@H:12]([C:9]2[CH:8]=[CH:7][C:6]([C:5]3[O:1][C:2]([C:42]4[CH:47]=[CH:46][CH:45]=[CH:44][CH:43]=4)=[N:3][CH:4]=3)=[CH:11][CH:10]=2)[C@H:14]1[C:15]1[CH:16]=[CH:17][CH:18]=[CH:19][CH:20]=1)=[O:22]. The yield is 0.260. (7) The reactants are [NH2:1][C:2]1[C:7]([Br:8])=[CH:6][CH:5]=[CH:4][N:3]=1.[C:9]([C:13]1[CH:22]=[CH:21][C:16]([C:17](=O)[CH2:18]Cl)=[CH:15][CH:14]=1)([CH3:12])([CH3:11])[CH3:10].C(=O)(O)[O-].[Na+]. The yield is 0.770. The catalyst is C(O)(C)C. The product is [Br:8][C:7]1[C:2]2[N:3]([CH:18]=[C:17]([C:16]3[CH:15]=[CH:14][C:13]([C:9]([CH3:12])([CH3:11])[CH3:10])=[CH:22][CH:21]=3)[N:1]=2)[CH:4]=[CH:5][CH:6]=1.